From a dataset of Catalyst prediction with 721,799 reactions and 888 catalyst types from USPTO. Predict which catalyst facilitates the given reaction. (1) The catalyst class is: 21. Reactant: [CH3:1][O:2][C:3]1[CH:11]=[CH:10][CH:9]=[C:8]2[C:4]=1[CH2:5][C:6](=[O:12])[NH:7]2.N1CC[CH2:16][CH2:15][CH2:14]1. Product: [C:15](=[C:5]1[C:4]2[C:8](=[CH:9][CH:10]=[CH:11][C:3]=2[O:2][CH3:1])[NH:7][C:6]1=[O:12])([CH3:16])[CH3:14]. (2) Reactant: Br[CH2:2][C:3]1[CH:8]=[CH:7][CH:6]=[CH:5][C:4]=1/[C:9](=[CH:14]\[O:15][CH3:16])/[C:10]([O:12][CH3:13])=[O:11].[CH3:17][C:18]1[CH:23]=[CH:22][C:21]([CH3:24])=[CH:20][C:19]=1[OH:25].[OH-].[K+]. Product: [CH3:17][C:18]1[CH:23]=[CH:22][C:21]([CH3:24])=[CH:20][C:19]=1[O:25][CH2:2][C:3]1[CH:8]=[CH:7][CH:6]=[CH:5][C:4]=1/[C:9](=[CH:14]\[O:15][CH3:16])/[C:10]([O:12][CH3:13])=[O:11]. The catalyst class is: 10. (3) Reactant: [NH2:1][C:2]1[CH:3]=[C:4]([SH:8])[CH:5]=[CH:6][CH:7]=1.Cl.Cl[C:11]1[CH:16]=[CH:15][N:14]=[CH:13][CH:12]=1.C([O-])([O-])=O.[K+].[K+]. Product: [N:14]1[CH:15]=[CH:16][C:11]([S:8][C:4]2[CH:3]=[C:2]([CH:7]=[CH:6][CH:5]=2)[NH2:1])=[CH:12][CH:13]=1. The catalyst class is: 173. (4) Reactant: [CH3:1][O:2][C:3]([C:5]1[N:6]([C:28]2[CH:33]=[CH:32][CH:31]=[CH:30][CH:29]=2)[C:7]2[C:12]([C:13](=[O:26])[C:14]=1[CH2:15][C:16]1[CH:21]=[CH:20][C:19]([C:22]([O:24]C)=[O:23])=[CH:18][CH:17]=1)=[CH:11][CH:10]=[C:9]([Cl:27])[CH:8]=2)=[O:4].[Li+].[OH-]. Product: [CH3:1][O:2][C:3]([C:5]1[N:6]([C:28]2[CH:33]=[CH:32][CH:31]=[CH:30][CH:29]=2)[C:7]2[C:12]([C:13](=[O:26])[C:14]=1[CH2:15][C:16]1[CH:21]=[CH:20][C:19]([C:22]([OH:24])=[O:23])=[CH:18][CH:17]=1)=[CH:11][CH:10]=[C:9]([Cl:27])[CH:8]=2)=[O:4]. The catalyst class is: 5. (5) Reactant: [Cl:1][C:2]1[CH:7]=[CH:6][C:5]([C@H:8]([CH2:19][C:20]([N:22]2[CH2:31][CH2:30][C:29]3[CH:28]=[N:27][C:26]([NH:32][CH:33]([CH3:35])[CH3:34])=[N:25][C:24]=3[CH2:23]2)=[O:21])[CH2:9][N:10](C)[C:11](=O)OC(C)(C)C)=[CH:4][CH:3]=1.Cl.O1CCOCC1. The catalyst class is: 100. Product: [Cl:1][C:2]1[CH:7]=[CH:6][C:5]([C@@H:8]([CH2:9][NH:10][CH3:11])[CH2:19][C:20]([N:22]2[CH2:31][CH2:30][C:29]3[CH:28]=[N:27][C:26]([NH:32][CH:33]([CH3:35])[CH3:34])=[N:25][C:24]=3[CH2:23]2)=[O:21])=[CH:4][CH:3]=1. (6) Reactant: [NH:1]1[CH2:5][CH2:4][CH2:3][CH2:2]1.C(O[BH-](OC(=O)C)OC(=O)C)(=O)C.[Na+].C(O)(=O)C.[Cl:24][C:25]1[CH:32]=[CH:31][C:28]([CH:29]=O)=[CH:27][C:26]=1[C:33]1([CH3:46])[C:41]2[C:36](=[CH:37][CH:38]=[C:39]([O:42][CH2:43][CH3:44])[CH:40]=2)[NH:35][C:34]1=[O:45]. Product: [Cl:24][C:25]1[CH:32]=[CH:31][C:28]([CH2:29][N:1]2[CH2:5][CH2:4][CH2:3][CH2:2]2)=[CH:27][C:26]=1[C:33]1([CH3:46])[C:41]2[C:36](=[CH:37][CH:38]=[C:39]([O:42][CH2:43][CH3:44])[CH:40]=2)[NH:35][C:34]1=[O:45]. The catalyst class is: 4.